Task: Predict which catalyst facilitates the given reaction.. Dataset: Catalyst prediction with 721,799 reactions and 888 catalyst types from USPTO (1) Reactant: [N:1]([CH2:4][CH2:5][CH2:6][C:7]1([C:26]2[CH:31]=[CH:30][CH:29]=[CH:28][CH:27]=2)[N:11]([C:12](=[O:17])[C:13]([CH3:16])([CH3:15])[CH3:14])[N:10]=[C:9]([C:18]2[CH:23]=[C:22]([F:24])[CH:21]=[CH:20][C:19]=2[F:25])[S:8]1)=[N+]=[N-].CO.[ClH:34]. Product: [ClH:34].[NH2:1][CH2:4][CH2:5][CH2:6][C:7]1([C:26]2[CH:31]=[CH:30][CH:29]=[CH:28][CH:27]=2)[N:11]([C:12](=[O:17])[C:13]([CH3:16])([CH3:14])[CH3:15])[N:10]=[C:9]([C:18]2[CH:23]=[C:22]([F:24])[CH:21]=[CH:20][C:19]=2[F:25])[S:8]1. The catalyst class is: 45. (2) Reactant: F[C:2]1[N:7]=[C:6]([N:8]2[C:16]3[CH:15]=[C:14]([C:17]4[CH:18]=[N:19][CH:20]=[C:21]([CH:23]([CH3:25])[CH3:24])[CH:22]=4)[N:13]=[CH:12][C:11]=3[CH:10]=[N:9]2)[CH:5]=[CH:4][CH:3]=1.[NH:26]1[CH2:31][CH2:30][CH2:29][C@H:28]([NH:32][C:33](=[O:39])[O:34][C:35]([CH3:38])([CH3:37])[CH3:36])[CH2:27]1.CN1CCOCC1. Product: [CH:23]([C:21]1[CH:22]=[C:17]([C:14]2[N:13]=[CH:12][C:11]3[CH:10]=[N:9][N:8]([C:6]4[N:7]=[C:2]([N:26]5[CH2:31][CH2:30][CH2:29][C@H:28]([NH:32][C:33](=[O:39])[O:34][C:35]([CH3:37])([CH3:36])[CH3:38])[CH2:27]5)[CH:3]=[CH:4][CH:5]=4)[C:16]=3[CH:15]=2)[CH:18]=[N:19][CH:20]=1)([CH3:25])[CH3:24]. The catalyst class is: 60. (3) Reactant: ClC1N=[C:4]([N:19]2[CH2:24][CH2:23][O:22][CH2:21][C@@H:20]2C)[C:5]2[CH2:11][CH2:10]N(C(OC(C)(C)C)=O)[CH2:8][C:6]=2N=1.[CH3:26]S(C)=O.[CH2:30](N(CC)CC)[CH3:31].N[CH:38]([OH:40])[CH3:39]. Product: [C:4]1([N:19]2[CH2:20][CH2:21][O:22][CH2:23][CH2:24]2)[CH:5]=[CH:11][CH:10]=[CH:31][CH:30]=1.[O:40]1[C:6]2[C:5](=[CH:11][CH:10]=[CH:26][CH:8]=2)[CH:4]=[CH:39][CH2:38]1. The catalyst class is: 3.